The task is: Predict which catalyst facilitates the given reaction.. This data is from Catalyst prediction with 721,799 reactions and 888 catalyst types from USPTO. (1) Reactant: Br[C:2]1[CH:7]=[CH:6][C:5]([CH:8]2[C:13]3[C:14](=[O:17])[CH2:15][CH2:16][C:12]=3[N:11]([C:18]3[CH:23]=[CH:22][CH:21]=[C:20]([C:24]([F:27])([F:26])[F:25])[CH:19]=3)[C:10](=[O:28])[NH:9]2)=[C:4]([S:29]([CH3:32])(=[O:31])=[O:30])[CH:3]=1.O.[CH3:34][N:35](C=O)C. Product: [O:28]=[C:10]1[NH:9][CH:8]([C:5]2[CH:6]=[CH:7][C:2]([C:34]#[N:35])=[CH:3][C:4]=2[S:29]([CH3:32])(=[O:31])=[O:30])[C:13]2[C:14](=[O:17])[CH2:15][CH2:16][C:12]=2[N:11]1[C:18]1[CH:23]=[CH:22][CH:21]=[C:20]([C:24]([F:27])([F:26])[F:25])[CH:19]=1. The catalyst class is: 507. (2) Reactant: C(O[C:4]([N:6]1[C:10](=[O:11])[C:9]2=[CH:12][CH:13]=[CH:14][CH:15]=[C:8]2[C:7]1=[O:16])=O)C.Cl.[OH:18][C@H:19]1[CH2:24][CH2:23][C@H](N)[CH2:21][CH2:20]1.C(=O)([O-])[O-].[K+].[K+]. The catalyst class is: 6. Product: [OH:18][C@H:19]1[CH2:24][CH2:23][C@H:4]([N:6]2[C:7](=[O:16])[C:8]3=[CH:15][CH:14]=[CH:13][CH:12]=[C:9]3[C:10]2=[O:11])[CH2:21][CH2:20]1. (3) Reactant: [CH3:1][C:2]1[N:7]=[C:6]2[S:8][C:9]3[CH2:14][CH2:13][CH2:12][CH2:11][C:10]=3[C:5]2=[C:4]([C:15]2[CH:20]=[CH:19][C:18]([CH3:21])=[CH:17][CH:16]=2)[C:3]=1[CH:22]([CH2:28][CH:29]1[CH2:31][CH2:30]1)[C:23]([O:25]CC)=[O:24].[OH-].[Na+]. Product: [CH3:1][C:2]1[N:7]=[C:6]2[S:8][C:9]3[CH2:14][CH2:13][CH2:12][CH2:11][C:10]=3[C:5]2=[C:4]([C:15]2[CH:16]=[CH:17][C:18]([CH3:21])=[CH:19][CH:20]=2)[C:3]=1[CH:22]([CH2:28][CH:29]1[CH2:31][CH2:30]1)[C:23]([OH:25])=[O:24]. The catalyst class is: 645. (4) The catalyst class is: 13. Product: [ClH:1].[CH3:24][NH:23][C:21](=[O:22])[C@H:16]([C:17](=[O:20])[O:18][CH3:19])[NH:15][CH3:13]. Reactant: [ClH:1].C(OCC)(=O)C.C(O[C:13]([N:15](C)[C@H:16]([C:21]([NH:23][CH3:24])=[O:22])[C:17](=[O:20])[O:18][CH3:19])=O)(C)(C)C. (5) Reactant: [CH3:1][C:2]1[CH:3]=[C:4]([NH:17][C:18]2[N:23]=[C:22]([C:24]([F:27])([F:26])[F:25])[CH:21]=[CH:20][N:19]=2)[CH:5]=[C:6](B2OC(C)(C)C(C)(C)O2)[CH:7]=1.[CH2:28]([O:30][C:31](=[O:41])[CH:32]=[CH:33][C:34]1[CH:39]=[CH:38][C:37](Br)=[CH:36][N:35]=1)[CH3:29].C(=O)([O-])[O-].[Na+].[Na+]. Product: [CH2:28]([O:30][C:31](=[O:41])[CH:32]=[CH:33][C:34]1[CH:39]=[CH:38][C:37]([C:6]2[CH:5]=[C:4]([NH:17][C:18]3[N:23]=[C:22]([C:24]([F:25])([F:26])[F:27])[CH:21]=[CH:20][N:19]=3)[CH:3]=[C:2]([CH3:1])[CH:7]=2)=[CH:36][N:35]=1)[CH3:29]. The catalyst class is: 294.